From a dataset of Full USPTO retrosynthesis dataset with 1.9M reactions from patents (1976-2016). Predict the reactants needed to synthesize the given product. Given the product [C:16]([N:20]1[C:9]([CH2:10][CH:11]([CH3:13])[CH3:12])=[CH:8][C:2]([C:3]([O:5][CH2:6][CH3:7])=[O:4])=[N:21]1)([CH3:19])([CH3:18])[CH3:17], predict the reactants needed to synthesize it. The reactants are: O/[C:2](=[CH:8]\[C:9](=O)[CH2:10][CH:11]([CH3:13])[CH3:12])/[C:3]([O:5][CH2:6][CH3:7])=[O:4].Cl.[C:16]([NH:20][NH2:21])([CH3:19])([CH3:18])[CH3:17].CCCCCC.CCOC(C)=O.